This data is from Catalyst prediction with 721,799 reactions and 888 catalyst types from USPTO. The task is: Predict which catalyst facilitates the given reaction. (1) Reactant: [O:1]=[C:2]1[C:10]2[C:5](=[CH:6][CH:7]=[CH:8][CH:9]=2)[C:4](=[O:11])[N:3]1[C:12](OCC)=O.[CH2:17]1C(N)[CH2:21][CH2:20][CH:19]([OH:24])[CH2:18]1.Cl.C([O-])([O-])=O.[K+].[K+].C1C=C2C(C(O)(O)C(=O)C2=CC=1)=O. Product: [CH2:17]1[CH:12]([N:3]2[C:2](=[O:1])[C:10]3[C:5](=[CH:6][CH:7]=[CH:8][CH:9]=3)[C:4]2=[O:11])[CH2:21][CH2:20][CH:19]([OH:24])[CH2:18]1. The catalyst class is: 238. (2) Reactant: C(OC([N:8]1[CH2:13][CH2:12][CH:11]([CH2:14][CH:15]2[CH2:19][C:18]([O:20]C)=[C:17]([C:22]3[C:27]([CH3:28])=[CH:26][C:25]([CH3:29])=[CH:24][C:23]=3[CH3:30])[C:16]2=[O:31])[CH2:10][CH2:9]1)=O)(C)(C)C.[ClH:32]. Product: [ClH:32].[O:31]=[C:16]1[CH:17]([C:22]2[C:27]([CH3:28])=[CH:26][C:25]([CH3:29])=[CH:24][C:23]=2[CH3:30])[C:18](=[O:20])[CH2:19][CH:15]1[CH2:14][CH:11]1[CH2:12][CH2:13][NH2+:8][CH2:9][CH2:10]1. The catalyst class is: 21. (3) Reactant: [O:1]=[C:2]1[CH:7]2[CH2:8][CH:4]([CH2:5][CH:6]2[C:9]([OH:11])=O)[O:3]1.[NH2:12][CH:13]([C:28]([CH3:31])([CH3:30])[CH3:29])[C:14]([NH:16][CH:17]([CH:22]1[CH2:27][CH2:26][CH2:25][CH2:24][CH2:23]1)[C:18](=[O:21])[NH:19][CH3:20])=[O:15].CCN(C(C)C)C(C)C.CN(C(ON1N=NC2C=CC=NC1=2)=[N+](C)C)C.F[P-](F)(F)(F)(F)F. Product: [CH:22]1([C@H:17]([NH:16][C:14]([C@@H:13]([NH:12][C:9]([C@@H:6]2[CH2:5][C@@H:4]3[CH2:8][C@H:7]2[C:2](=[O:1])[O:3]3)=[O:11])[C:28]([CH3:30])([CH3:29])[CH3:31])=[O:15])[C:18]([NH:19][CH3:20])=[O:21])[CH2:23][CH2:24][CH2:25][CH2:26][CH2:27]1. The catalyst class is: 3. (4) Reactant: [C:1]1([N:7]2[CH2:11][CH:10]=[C:9]([NH2:12])[NH:8]2)[CH:6]=[CH:5][CH:4]=[CH:3][CH:2]=1.ClC1C(=O)C(C#N)=C(C#N)C(=O)C=1Cl. Product: [C:1]1([N:7]2[CH:11]=[CH:10][C:9]([NH2:12])=[N:8]2)[CH:2]=[CH:3][CH:4]=[CH:5][CH:6]=1. The catalyst class is: 12. (5) Reactant: C(OC(=O)[NH:7][C@@H:8]([CH2:15][C:16]1[CH:21]=[CH:20][CH:19]=[CH:18][CH:17]=1)[C:9]([C@@:11]1([CH3:14])[CH2:13][O:12]1)=[O:10])(C)(C)C.[C:23]([OH:29])([C:25]([F:28])([F:27])[F:26])=[O:24]. Product: [OH:29][C:23]([C:25]([F:28])([F:27])[F:26])=[O:24].[NH2:7][C@@H:8]([CH2:15][C:16]1[CH:21]=[CH:20][CH:19]=[CH:18][CH:17]=1)[C:9]([C@@:11]1([CH3:14])[CH2:13][O:12]1)=[O:10]. The catalyst class is: 4. (6) Reactant: [Cl:1][C:2]1[CH:24]=[CH:23][C:5]([CH2:6][NH:7][C:8]([C:10]2[CH:19]=[CH:18][C:13]([C:14]([O:16]C)=O)=[C:12]([N:20]=[C:21]=[S:22])[CH:11]=2)=[O:9])=[CH:4][CH:3]=1.[N:25]1[CH:30]=[CH:29][CH:28]=[C:27]([NH2:31])[N:26]=1. Product: [Cl:1][C:2]1[CH:3]=[CH:4][C:5]([CH2:6][NH:7][C:8]([C:10]2[CH:11]=[C:12]3[C:13]([C:14](=[O:16])[N:31]([C:27]4[N:26]=[N:25][CH:30]=[CH:29][CH:28]=4)[C:21](=[S:22])[NH:20]3)=[CH:18][CH:19]=2)=[O:9])=[CH:23][CH:24]=1. The catalyst class is: 16. (7) Reactant: Cl.[N:2]1[CH:7]=[CH:6][CH:5]=[C:4]([S:8](Cl)(=[O:10])=[O:9])[CH:3]=1.[NH2:12][C:13]1[CH:14]=[CH:15][CH:16]=[C:17]2[C:22]=1[O:21][C:20]([C:23]1[CH:28]=[CH:27][CH:26]=[CH:25][C:24]=1[C:29]([F:32])([F:31])[F:30])=[CH:19][C:18]2=[O:33]. Product: [O:33]=[C:18]1[C:17]2[C:22](=[C:13]([NH:12][S:8]([C:4]3[CH:3]=[N:2][CH:7]=[CH:6][CH:5]=3)(=[O:10])=[O:9])[CH:14]=[CH:15][CH:16]=2)[O:21][C:20]([C:23]2[CH:28]=[CH:27][CH:26]=[CH:25][C:24]=2[C:29]([F:32])([F:30])[F:31])=[CH:19]1. The catalyst class is: 17. (8) Product: [Cl-:29].[F:1][C:2]1[CH:10]=[C:9]2[C:5]([CH2:6][C:7](=[O:17])[N:8]2[CH:11]2[CH2:16][CH2:15][NH+:14]([CH2:30][C:31]([N:33]3[CH2:37][C@@H:36]4[CH2:38][CH2:39][CH2:40][C@@H:35]4[CH2:34]3)=[O:32])[CH2:13][CH2:12]2)=[CH:4][C:3]=1[C:18]([NH:20][CH3:21])=[O:19]. Reactant: [F:1][C:2]1[CH:10]=[C:9]2[C:5]([CH2:6][C:7](=[O:17])[N:8]2[CH:11]2[CH2:16][CH2:15][NH:14][CH2:13][CH2:12]2)=[CH:4][C:3]=1[C:18]([NH:20][CH3:21])=[O:19].C(N(CC)CC)C.[Cl:29][CH2:30][C:31]([N:33]1[CH2:37][C@@H:36]2[CH2:38][CH2:39][CH2:40][C@@H:35]2[CH2:34]1)=[O:32]. The catalyst class is: 9. (9) Reactant: O.N1(O)C2C=CC=CC=2N=N1.[F:12][C:13]1[CH:21]=[CH:20][C:16]([C:17](Cl)=[O:18])=[CH:15][CH:14]=1.[NH2:22][C:23]1[N:27]([C@@H:28]2[CH2:33][CH2:32][C@H:31]([C:34]([NH:36][CH:37]([CH3:39])[CH3:38])=[O:35])[CH2:30][CH2:29]2)[C:26]2[CH:40]=[C:41]([N:44]3[CH2:49][CH2:48][O:47][CH2:46][CH2:45]3)[CH:42]=[CH:43][C:25]=2[N:24]=1. Product: [F:12][C:13]1[CH:21]=[CH:20][C:16]([C:17](/[N:22]=[C:23]2\[NH:24][C:25]3[CH:43]=[CH:42][C:41]([N:44]4[CH2:49][CH2:48][O:47][CH2:46][CH2:45]4)=[CH:40][C:26]=3[N:27]\2[C@H:28]2[CH2:33][CH2:32][C@@H:31]([C:34](=[O:35])[NH:36][CH:37]([CH3:39])[CH3:38])[CH2:30][CH2:29]2)=[O:18])=[CH:15][CH:14]=1. The catalyst class is: 2. (10) The catalyst class is: 650. Reactant: [CH:1]1[C:11]2[C:10]3[CH:12]=[CH:13][CH:14]=[CH:15][C:9]=3[CH:8]=[CH:7][C:6](=[CH:16][C:17]([NH:19][CH2:20][CH2:21][CH2:22][CH2:23][CH2:24][C:25]([OH:27])=O)=[O:18])[C:5]=2[CH:4]=[CH:3][CH:2]=1.C(N(CC)CC)C.ClC(OCC)=O.[NH2:41][OH:42]. Product: [CH:1]1[C:11]2[C:10]3[CH:12]=[CH:13][CH:14]=[CH:15][C:9]=3[CH:8]=[CH:7][C:6](=[CH:16][C:17]([NH:19][CH2:20][CH2:21][CH2:22][CH2:23][CH2:24][C:25]([NH:41][OH:42])=[O:27])=[O:18])[C:5]=2[CH:4]=[CH:3][CH:2]=1.